Predict the reaction yield, written as a fraction of the theoretical maximum amount of product (1.0 means a 100% yield; for example, 0.34 means a 34% yield). From a dataset of Reaction yield outcomes from USPTO patents with 853,638 reactions. (1) The reactants are [CH3:1][NH:2][CH2:3][C:4]1[C:12]2[C:7](=[C:8]([CH3:13])[CH:9]=[CH:10][CH:11]=2)[N:6]([CH3:14])[C:5]=1[CH3:15].CCN([CH2:21][CH3:22])CC.[OH2:23].[CH2:24](Cl)Cl. The yield is 0.970. No catalyst specified. The product is [CH3:1][N:2]([CH2:3][C:4]1[C:12]2[C:7](=[C:8]([CH3:13])[CH:9]=[CH:10][CH:11]=2)[N:6]([CH3:14])[C:5]=1[CH3:15])[C:24](=[O:23])[CH:21]=[CH2:22]. (2) The reactants are [O:1]=[C:2]1[C:11]2[C:6](=[CH:7][CH:8]=[CH:9][CH:10]=2)[S:5][CH:4]([C:12](Cl)=[O:13])[CH2:3]1.[CH2:15]([NH:17][CH2:18][CH3:19])[CH3:16]. The catalyst is ClCCl. The product is [CH2:15]([N:17]([CH2:18][CH3:19])[C:12]([CH:4]1[CH2:3][C:2](=[O:1])[C:11]2[C:6](=[CH:7][CH:8]=[CH:9][CH:10]=2)[S:5]1)=[O:13])[CH3:16]. The yield is 0.840. (3) The reactants are [CH:1]([C:4]1[CH:32]=[CH:31][C:7]([CH2:8][C:9]2[C:17]3[O:16][C:15]([CH3:19])([CH3:18])[C:14](=[O:20])[C:13]=3[C:12]([CH3:21])=[C:11]([NH:22][C:23](=[O:29])[CH2:24][C:25]([CH3:28])([CH3:27])[CH3:26])[C:10]=2[CH3:30])=[CH:6][CH:5]=1)([CH3:3])[CH3:2]. The catalyst is C1COCC1.CCCCCC. The product is [OH:20][CH:14]1[C:13]2[C:12]([CH3:21])=[C:11]([NH:22][C:23](=[O:29])[CH2:24][C:25]([CH3:28])([CH3:27])[CH3:26])[C:10]([CH3:30])=[C:9]([CH2:8][C:7]3[CH:31]=[CH:32][C:4]([CH:1]([CH3:3])[CH3:2])=[CH:5][CH:6]=3)[C:17]=2[O:16][C:15]1([CH3:19])[CH3:18]. The yield is 0.810. (4) The reactants are C[O:2][C:3]([C:5]1[N:14]=[C:13]2[N:7]([CH2:8][CH2:9][O:10][C:11]3[CH:18]=[C:17]([Cl:19])[CH:16]=[CH:15][C:12]=32)[N:6]=1)=[O:4].CO.O.[Li+].[OH-]. The catalyst is C1COCC1. The product is [Cl:19][C:17]1[CH:16]=[CH:15][C:12]2[C:13]3[N:7]([N:6]=[C:5]([C:3]([OH:4])=[O:2])[N:14]=3)[CH2:8][CH2:9][O:10][C:11]=2[CH:18]=1. The yield is 0.890.